From a dataset of Full USPTO retrosynthesis dataset with 1.9M reactions from patents (1976-2016). Predict the reactants needed to synthesize the given product. Given the product [Cl:1][C:2]1[N:7]=[C:6]([NH:23][CH2:22][C:21]2[CH:24]=[CH:25][C:26]([O:27][CH3:28])=[C:19]([O:18][CH:13]3[CH2:17][CH2:16][CH2:15][CH2:14]3)[CH:20]=2)[C:5]([N+:9]([O-:11])=[O:10])=[C:4]([CH3:12])[N:3]=1, predict the reactants needed to synthesize it. The reactants are: [Cl:1][C:2]1[N:7]=[C:6](Cl)[C:5]([N+:9]([O-:11])=[O:10])=[C:4]([CH3:12])[N:3]=1.[CH:13]1([O:18][C:19]2[CH:20]=[C:21]([CH:24]=[CH:25][C:26]=2[O:27][CH3:28])[CH2:22][NH2:23])[CH2:17][CH2:16][CH2:15][CH2:14]1.C(N(CC)CC)C.